This data is from Merck oncology drug combination screen with 23,052 pairs across 39 cell lines. The task is: Regression. Given two drug SMILES strings and cell line genomic features, predict the synergy score measuring deviation from expected non-interaction effect. Drug 1: Nc1ccn(C2OC(CO)C(O)C2(F)F)c(=O)n1. Drug 2: O=C(NOCC(O)CO)c1ccc(F)c(F)c1Nc1ccc(I)cc1F. Cell line: EFM192B. Synergy scores: synergy=21.3.